This data is from Reaction yield outcomes from USPTO patents with 853,638 reactions. The task is: Predict the reaction yield, written as a fraction of the theoretical maximum amount of product (1.0 means a 100% yield; for example, 0.34 means a 34% yield). (1) The reactants are [CH3:1][O:2][C:3]([N:5]1[CH2:10][CH2:9][CH:8](C(O)=O)[CH2:7][CH:6]1[CH2:14][C:15]1[CH:20]=[CH:19][CH:18]=[CH:17][C:16]=1[C:21]([F:24])([F:23])[F:22])=[O:4].N1(C(N2C=CN=C2)=O)C=CN=C1.[CH2:37]([O:39][C:40](=[O:45])[CH2:41][C:42]([O-:44])=[O:43])[CH3:38].[K+].[Cl-].[Mg+2].[Cl-].Cl. The catalyst is CN1C2C(N=C(N)NC=2NCC1CNC1C=CC(C(NC(C(O)=O)CCC(O)=O)=O)=CC=1)=O.O.CC(OC)(C)C. The product is [CH2:37]([O:39][C:40](=[O:45])[CH2:41][C:42]([C@@H:8]1[CH2:9][CH2:10][N:5]([C:3]([O:2][CH3:1])=[O:4])[C@@H:6]([CH2:14][C:15]2[CH:20]=[CH:19][CH:18]=[CH:17][C:16]=2[C:21]([F:24])([F:23])[F:22])[CH2:7]1)=[O:43])[CH3:38].[CH2:37]([O:39][C:40](=[O:45])[CH2:41][C:42]([C@H:8]1[CH2:9][CH2:10][N:5]([C:3]([O:2][CH3:1])=[O:4])[C@@H:6]([CH2:14][C:15]2[CH:20]=[CH:19][CH:18]=[CH:17][C:16]=2[C:21]([F:24])([F:23])[F:22])[CH2:7]1)=[O:44])[CH3:38]. The yield is 0.120. (2) The reactants are C([O:8][C@@H:9]1[C@@H:40]([O:41]CC2C=CC=CC=2)[C@H:39]([O:49][C@H:50]2[O:79][C@H:78]([CH3:80])[C@@H:69]([O:70]CC3C=CC=CC=3)[C@H:60]([O:61]CC3C=CC=CC=3)[C@H:51]2[O:52]CC2C=CC=CC=2)[C@@H:38]([CH2:81][O:82]CC2C=CC=CC=2)[O:37][C@@H:10]1[O:11][C@H:12]1[C@H:16]([F:17])[CH2:15][N:14](C(OCC2C=CC=CC=2)=O)[C@@H:13]1[CH2:28][O:29]CC1C=CC=CC=1)C1C=CC=CC=1. The catalyst is CO.Cl.[OH-].[Pd+2].[OH-].[C]. The product is [C@H:50]1([O:49][C@@H:39]2[C@@H:38]([CH2:81][OH:82])[O:37][C@H:10]([O:11][C@H:12]3[C@H:16]([F:17])[CH2:15][NH:14][C@@H:13]3[CH2:28][OH:29])[C@H:9]([OH:8])[C@H:40]2[OH:41])[O:79][C@H:78]([CH3:80])[C@@H:69]([OH:70])[C@H:60]([OH:61])[C@H:51]1[OH:52]. The yield is 0.650.